This data is from Forward reaction prediction with 1.9M reactions from USPTO patents (1976-2016). The task is: Predict the product of the given reaction. (1) Given the reactants [CH:1]1([CH:6]2[CH2:11][CH2:10][CH:9]([O:12][C:13]3[CH:14]=[C:15]4[C:20](=[CH:21][CH:22]=3)[CH:19]=[C:18]([C@:23]3([CH3:29])[CH2:27][O:26]C(=O)[NH:24]3)[CH:17]=[CH:16]4)[CH2:8][CH2:7]2)[CH2:5][CH2:4][CH2:3][CH2:2]1.C(O)C.O.[OH-].[Li+].O, predict the reaction product. The product is: [NH2:24][C@@:23]([C:18]1[CH:17]=[CH:16][C:15]2[C:20](=[CH:21][CH:22]=[C:13]([O:12][CH:9]3[CH2:10][CH2:11][CH:6]([CH:1]4[CH2:5][CH2:4][CH2:3][CH2:2]4)[CH2:7][CH2:8]3)[CH:14]=2)[CH:19]=1)([CH3:29])[CH2:27][OH:26]. (2) Given the reactants ClC1C=[C:4](C=CC=1)[C:5]([O:7]O)=[O:6].CS[C:14]1[N:15]=[CH:16][C:17]2[C:18](=[O:34])[N:19]([C:28]3[CH:33]=[CH:32][CH:31]=[CH:30][CH:29]=3)[C:20]3[CH:21]=[CH:22][CH:23]=[CH:24][C:25]=3[C:26]=2[N:27]=1.[CH3:35][N:36]1[CH2:41][CH2:40][N:39]([C:42]2[CH:48]=[CH:47][C:45]([NH2:46])=[CH:44][CH:43]=2)[CH2:38][CH2:37]1.CCN(C(C)C)C(C)C, predict the reaction product. The product is: [C:5]([O-:7])(=[O:6])[CH3:4].[NH4+:15].[CH3:35][N:36]1[CH2:37][CH2:38][N:39]([C:42]2[CH:48]=[CH:47][C:45]([NH:46][C:14]3[N:15]=[CH:16][C:17]4[C:18](=[O:34])[N:19]([C:28]5[CH:33]=[CH:32][CH:31]=[CH:30][CH:29]=5)[C:20]5[CH:21]=[CH:22][CH:23]=[CH:24][C:25]=5[C:26]=4[N:27]=3)=[CH:44][CH:43]=2)[CH2:40][CH2:41]1. (3) Given the reactants [C:1]([C:3]1([CH2:26][C:27]2[CH:36]=[CH:35][C:30]([C:31]([O:33][CH3:34])=[O:32])=[CH:29][CH:28]=2)[CH2:8][CH2:7][N:6]([CH2:9][C:10](=[O:25])[NH:11][C:12]2[CH:17]=[CH:16][C:15]([O:18][C:19]3[CH:24]=[CH:23][CH:22]=[CH:21][CH:20]=3)=[CH:14][CH:13]=2)[CH2:5][CH2:4]1)#[N:2], predict the reaction product. The product is: [NH2:2][CH2:1][C:3]1([CH2:26][C:27]2[CH:28]=[CH:29][C:30]([C:31]([O:33][CH3:34])=[O:32])=[CH:35][CH:36]=2)[CH2:8][CH2:7][N:6]([CH2:9][C:10](=[O:25])[NH:11][C:12]2[CH:13]=[CH:14][C:15]([O:18][C:19]3[CH:24]=[CH:23][CH:22]=[CH:21][CH:20]=3)=[CH:16][CH:17]=2)[CH2:5][CH2:4]1. (4) Given the reactants [C:1]([O:5][C:6](=[O:9])[CH2:7][NH2:8])([CH3:4])([CH3:3])[CH3:2].[CH2:10]([O:17][C:18](=[O:25])[C:19]([CH3:24])([CH3:23])[CH2:20][CH:21]=O)[C:11]1[CH:16]=[CH:15][CH:14]=[CH:13][CH:12]=1, predict the reaction product. The product is: [CH2:10]([O:17][C:18](=[O:25])[C:19]([CH3:24])([CH3:23])[CH2:20]/[CH:21]=[N:8]/[CH2:7][C:6]([O:5][C:1]([CH3:4])([CH3:3])[CH3:2])=[O:9])[C:11]1[CH:16]=[CH:15][CH:14]=[CH:13][CH:12]=1.